Dataset: Choline transporter screen with 302,306 compounds. Task: Binary Classification. Given a drug SMILES string, predict its activity (active/inactive) in a high-throughput screening assay against a specified biological target. (1) The result is 0 (inactive). The drug is S(c1c([N+]([O-])=O)cc(cc1)C(=O)C)c1sc(nn1)C. (2) The drug is O(c1c(NC(=O)c2cc3[nH]cnc3cc2)cccc1)CC. The result is 0 (inactive).